This data is from Forward reaction prediction with 1.9M reactions from USPTO patents (1976-2016). The task is: Predict the product of the given reaction. (1) Given the reactants Cl[C:2]1[CH:7]=[CH:6][C:5]([C:8]([F:11])([F:10])[F:9])=[CH:4][CH:3]=1.[O-]P([O-])([O-])=O.[K+].[K+].[K+].[OH:20][C:21]1[CH:26]=[C:25]([CH3:27])[C:24]([C:28](=[O:30])[CH3:29])=[C:23]([CH3:31])[CH:22]=1.C(P(C(C)(C)C)C1C=CC=CC=1C1C(C(C)C)=CC(C(C)C)=CC=1C(C)C)(C)(C)C, predict the reaction product. The product is: [CH3:31][C:23]1[CH:22]=[C:21]([O:20][C:2]2[CH:7]=[CH:6][C:5]([C:8]([F:11])([F:10])[F:9])=[CH:4][CH:3]=2)[CH:26]=[C:25]([CH3:27])[C:24]=1[C:28](=[O:30])[CH3:29]. (2) Given the reactants [N:1]1([CH2:7][C:8]2[CH:9]=[C:10]([CH:26]=[CH:27][CH:28]=2)[C:11]([NH:13][C:14]2[S:15][C:16]3[CH2:25][CH2:24][CH2:23][CH2:22][C:17]=3[C:18]=2[C:19]([OH:21])=[O:20])=O)[CH2:6][CH2:5][O:4][CH2:3][CH2:2]1.S(Cl)(Cl)=O, predict the reaction product. The product is: [N:1]1([CH2:7][C:8]2[CH:9]=[C:10]([C:11]3[O:20][C:19](=[O:21])[C:18]4[C:17]5[CH2:22][CH2:23][CH2:24][CH2:25][C:16]=5[S:15][C:14]=4[N:13]=3)[CH:26]=[CH:27][CH:28]=2)[CH2:6][CH2:5][O:4][CH2:3][CH2:2]1. (3) Given the reactants [Cl:1][CH2:2][CH2:3][N:4]([CH2:17][CH2:18][Cl:19])[CH2:5][CH2:6][O:7][C:8]1[CH:13]=[CH:12][C:11]([N+:14]([O-])=O)=[CH:10][CH:9]=1.Cl[C:21]1[C:22]2[C:27]([N:28]=[C:29]3[C:34]=1[CH:33]=[CH:32][CH:31]=[CH:30]3)=[CH:26][CH:25]=[CH:24][CH:23]=2, predict the reaction product. The product is: [CH:23]1[C:22]2[C:27](=[N:28][C:29]3[C:34]([C:21]=2[NH:14][C:11]2[CH:12]=[CH:13][C:8]([O:7][CH2:6][CH2:5][N:4]([CH2:17][CH2:18][Cl:19])[CH2:3][CH2:2][Cl:1])=[CH:9][CH:10]=2)=[CH:33][CH:32]=[CH:31][CH:30]=3)[CH:26]=[CH:25][CH:24]=1. (4) Given the reactants [Si:1]([O:18][CH2:19][CH2:20]CCCCCCCCCCO)([C:14]([CH3:17])([CH3:16])[CH3:15])([C:8]1[CH:13]=[CH:12][CH:11]=[CH:10][CH:9]=1)[C:2]1[CH:7]=[CH:6][CH:5]=[CH:4][CH:3]=1.C(O)C[CH2:34][CH2:35][CH2:36][CH2:37][CH2:38][CH2:39][CH2:40][C:41]#[C:42][C:43]#[C:44][CH2:45][CH2:46][CH2:47][CH2:48][CH2:49][CH2:50][CH2:51][CH2:52][CH2:53][OH:54], predict the reaction product. The product is: [Si:1]([O:18][CH2:19][CH2:20][CH2:34][CH2:35][CH2:36][CH2:37][CH2:38][CH2:39][CH2:40][C:41]#[C:42][C:43]#[C:44][CH2:45][CH2:46][CH2:47][CH2:48][CH2:49][CH2:50][CH2:51][CH2:52][CH2:53][OH:54])([C:14]([CH3:17])([CH3:16])[CH3:15])([C:8]1[CH:13]=[CH:12][CH:11]=[CH:10][CH:9]=1)[C:2]1[CH:7]=[CH:6][CH:5]=[CH:4][CH:3]=1. (5) Given the reactants [OH:1][C:2]([C:4]1[CH:9]=[CH:8][C:7]([CH:10]([NH:15][C@H:16]([C:21]([NH:23][CH2:24][C:25]#[N:26])=[O:22])[CH2:17][CH:18]([CH3:20])[CH3:19])[C:11]([F:14])([F:13])[F:12])=[CH:6][CH:5]=1)=O.[CH3:27][N:28]1[CH2:33][CH2:32][NH:31][CH2:30][CH2:29]1.C(N(CC)CC)C, predict the reaction product. The product is: [C:25]([CH2:24][NH:23][C:21](=[O:22])[C@H:16]([CH2:17][CH:18]([CH3:19])[CH3:20])[NH:15][CH:10]([C:7]1[CH:8]=[CH:9][C:4]([C:2]([N:31]2[CH2:32][CH2:33][N:28]([CH3:27])[CH2:29][CH2:30]2)=[O:1])=[CH:5][CH:6]=1)[C:11]([F:14])([F:12])[F:13])#[N:26]. (6) Given the reactants F[C:2]1[CH:9]=[CH:8][C:7]([CH2:10][N:11]2[CH2:16][CH2:15][N:14]([CH:17]([CH3:19])[CH3:18])[CH2:13][CH2:12]2)=[CH:6][C:3]=1[CH:4]=[O:5].[CH3:20][S:21][C:22]1[CH:27]=[CH:26][C:25]([OH:28])=[CH:24][CH:23]=1.C([O-])([O-])=O.[K+].[K+], predict the reaction product. The product is: [CH:17]([N:14]1[CH2:15][CH2:16][N:11]([CH2:10][C:7]2[CH:8]=[CH:9][C:2]([O:28][C:25]3[CH:26]=[CH:27][C:22]([S:21][CH3:20])=[CH:23][CH:24]=3)=[C:3]([CH:6]=2)[CH:4]=[O:5])[CH2:12][CH2:13]1)([CH3:19])[CH3:18].